From a dataset of Catalyst prediction with 721,799 reactions and 888 catalyst types from USPTO. Predict which catalyst facilitates the given reaction. (1) Reactant: [Cl:1][C:2]1[CH:3]=[C:4]([OH:9])[CH:5]=[C:6]([Cl:8])[CH:7]=1.N1C=CN=C1.[C:15]([Si:19](Cl)([CH3:21])[CH3:20])([CH3:18])([CH3:17])[CH3:16].O. Product: [C:15]([Si:19]([O:9][C:4]1[CH:3]=[C:2]([Cl:1])[CH:7]=[C:6]([Cl:8])[CH:5]=1)([CH3:21])[CH3:20])([CH3:18])([CH3:17])[CH3:16]. The catalyst class is: 9. (2) Reactant: C([O:3][C:4](=O)/[C:5](/[O-])=[CH:6]/[C:7]([O:9]CC)=[O:8])C.[Na+].C(O)(=O)C.[CH:19](=[NH:21])[NH2:20].[OH-].[Na+]. Product: [OH:3][C:4]1[N:21]=[CH:19][N:20]=[C:6]([C:7]([OH:9])=[O:8])[CH:5]=1. The catalyst class is: 6. (3) Reactant: [Br:1][C:2]1[CH:3]=[C:4]2[C:9](=[CH:10][CH:11]=1)[N:8]=[C:7]([Cl:12])[CH:6]=[C:5]2[C:13](Cl)=[O:14].[NH2:16][C:17]1[C:18]([C:23]2[CH:28]=[CH:27][CH:26]=[CH:25][CH:24]=2)=[N:19][O:20][C:21]=1[CH3:22]. Product: [Br:1][C:2]1[CH:3]=[C:4]2[C:9](=[CH:10][CH:11]=1)[N:8]=[C:7]([Cl:12])[CH:6]=[C:5]2[C:13]([NH:16][C:17]1[C:18]([C:23]2[CH:24]=[CH:25][CH:26]=[CH:27][CH:28]=2)=[N:19][O:20][C:21]=1[CH3:22])=[O:14]. The catalyst class is: 17. (4) Reactant: [CH2:1]([NH:3][CH2:4][C:5]1[CH:10]=[CH:9][CH:8]=[CH:7][CH:6]=1)[CH3:2].C(N(C(C)C)CC)(C)C.[C:20](Cl)([Cl:22])=[O:21]. Product: [CH2:4]([N:3]([CH2:1][CH3:2])[C:20]([Cl:22])=[O:21])[C:5]1[CH:10]=[CH:9][CH:8]=[CH:7][CH:6]=1. The catalyst class is: 2. (5) Reactant: [C:1]([CH:3]([CH:7]1[C:11]([Cl:12])=[C:10](Cl)C(=O)O1)[C:4]([NH2:6])=[O:5])#[N:2].Cl.[CH2:16]([S:18]([C:21]1[CH:26]=[CH:25][C:24]([F:27])=[CH:23][C:22]=1[CH2:28][NH2:29])(=[O:20])=[O:19])[CH3:17].C(=O)([O-])[O-].[K+].[K+].[OH-].[Na+]. Product: [ClH:12].[Cl:12][C:11]1[CH:7]=[C:3]([C:4]([NH2:6])=[O:5])[C:1](=[NH:2])[N:29]([CH2:28][C:22]2[CH:23]=[C:24]([F:27])[CH:25]=[CH:26][C:21]=2[S:18]([CH2:16][CH3:17])(=[O:20])=[O:19])[CH:10]=1. The catalyst class is: 8.